From a dataset of Full USPTO retrosynthesis dataset with 1.9M reactions from patents (1976-2016). Predict the reactants needed to synthesize the given product. (1) Given the product [CH3:11][C:8]1[O:7][C:6]([CH2:5][C:4]2[CH:3]=[C:2]([CH2:22][C:21]([O:20][C:16]([CH3:19])([CH3:18])[CH3:17])=[O:24])[CH:14]=[CH:13][CH:12]=2)=[N:10][N:9]=1, predict the reactants needed to synthesize it. The reactants are: Br[C:2]1[CH:3]=[C:4]([CH:12]=[CH:13][CH:14]=1)[CH2:5][C:6]1[O:7][C:8]([CH3:11])=[N:9][N:10]=1.[Cl-].[C:16]([O:20][C:21](=[O:24])[CH2:22][Zn+])([CH3:19])([CH3:18])[CH3:17]. (2) Given the product [Cl:1][C:2]1[C:3]([O:14][CH:21]([CH3:23])[CH3:22])=[C:4]([F:13])[CH:5]=[C:6]2[C:11]=1[C:10](=[O:12])[NH:9][CH2:8][CH2:7]2, predict the reactants needed to synthesize it. The reactants are: [Cl:1][C:2]1[C:3]([OH:14])=[C:4]([F:13])[CH:5]=[C:6]2[C:11]=1[C:10](=[O:12])[NH:9][CH2:8][CH2:7]2.C(=O)([O-])[O-].[Cs+].[Cs+].[CH:21](I)([CH3:23])[CH3:22]. (3) Given the product [Cl:16][C:11]1[N:1]=[C:2]2[CH:7]=[C:6]([O:8][CH3:9])[CH:5]=[CH:4][N:3]2[CH:10]=1, predict the reactants needed to synthesize it. The reactants are: [NH:1]=[C:2]1[CH:7]=[C:6]([O:8][CH3:9])[CH:5]=[CH:4][N:3]1[CH2:10][C:11](O)=O.P(Cl)(Cl)([Cl:16])=O.O. (4) Given the product [Zn:1]([O:6][C:7]([CH3:9])=[O:8])[O:2][C:3]([CH3:5])=[O:4], predict the reactants needed to synthesize it. The reactants are: [Zn:1]([O:6][C:7]([CH3:9])=[O:8])[O:2][C:3]([CH3:5])=[O:4].O.O. (5) Given the product [CH3:29][C:30]1[CH:35]=[C:34]([C:2]2[C:3](=[O:28])[NH:4][C:5](=[O:27])[N:6]([CH2:8][CH2:9][CH2:10][N:11]3[CH2:16][C@H:15]4[C@:13]([C:17]5[CH:22]=[CH:21][C:20]([C:23]([F:24])([F:25])[F:26])=[CH:19][CH:18]=5)([CH2:14]4)[CH2:12]3)[N:7]=2)[CH:33]=[CH:32][N:31]=1, predict the reactants needed to synthesize it. The reactants are: Br[C:2]1[C:3](=[O:28])[NH:4][C:5](=[O:27])[N:6]([CH2:8][CH2:9][CH2:10][N:11]2[CH2:16][C@H:15]3[C@:13]([C:17]4[CH:22]=[CH:21][C:20]([C:23]([F:26])([F:25])[F:24])=[CH:19][CH:18]=4)([CH2:14]3)[CH2:12]2)[N:7]=1.[CH3:29][C:30]1[CH:35]=[C:34](B2OC(C)(C)C(C)(C)O2)[CH:33]=[CH:32][N:31]=1.C(=O)([O-])[O-].[Na+].[Na+].C1(C2C=CC=CC=2)C=CC=CC=1P(C1CCCCC1)C1CCCCC1.